Dataset: Full USPTO retrosynthesis dataset with 1.9M reactions from patents (1976-2016). Task: Predict the reactants needed to synthesize the given product. (1) The reactants are: CC(C)([O-])C.[K+].[C:7]([O:13][CH2:14][CH2:15][CH2:16][CH3:17])(=[O:12])[CH2:8][C:9]([CH3:11])=[O:10].[C:18](Cl)(=[O:22])[CH:19]([CH3:21])[CH3:20].Cl. Given the product [CH3:20][CH:19]([CH3:21])[C:18](=[O:22])[CH:8]([C:9](=[O:10])[CH3:11])[C:7]([O:13][CH2:14][CH2:15][CH2:16][CH3:17])=[O:12], predict the reactants needed to synthesize it. (2) Given the product [CH2:1]([C:3]1[N:12]([C:13]2[CH:18]=[CH:17][C:16]([CH2:19][CH2:20][N:67]=[N+:68]=[N-:69])=[CH:15][CH:14]=2)[C:6]2=[N:7][C:8]([CH3:11])=[CH:9][CH:10]=[C:5]2[N:4]=1)[CH3:2], predict the reactants needed to synthesize it. The reactants are: [CH2:1]([C:3]1[N:12]([C:13]2[CH:18]=[CH:17][C:16]([CH2:19][CH2:20]O)=[CH:15][CH:14]=2)[C:6]2=[N:7][C:8]([CH3:11])=[CH:9][CH:10]=[C:5]2[N:4]=1)[CH3:2].N(C(OCC)=O)=NC(OCC)=O.C1(P(C2C=CC=CC=2)C2C=CC=CC=2)C=CC=CC=1.C1(P([N:67]=[N+:68]=[N-:69])(C2C=CC=CC=2)=O)C=CC=CC=1. (3) Given the product [Cl:4][C:5]1[C:6]([CH2:15][O:16][CH3:17])=[CH:7][CH:8]=[C:9]2[C:14]=1[N:13]=[C:12]([CH:19]=[O:18])[CH:11]=[CH:10]2, predict the reactants needed to synthesize it. The reactants are: [Se](=O)=O.[Cl:4][C:5]1[C:6]([CH2:15][O:16][CH3:17])=[CH:7][CH:8]=[C:9]2[C:14]=1[N:13]=[CH:12][CH:11]=[CH:10]2.[O:18]1CCOC[CH2:19]1. (4) Given the product [CH:35]1([N:32]2[CH2:33][CH2:34][N:29]([C:27]([NH:26][C@@H:14]([C:12]([NH:11][C:7]3[CH:8]=[CH:9][CH:10]=[C:5]([CH2:4][N:2]([CH3:3])[CH3:1])[CH:6]=3)=[O:13])[C@H:15]([C:17]3[C:25]4[C:20](=[CH:21][CH:22]=[CH:23][CH:24]=4)[NH:19][CH:18]=3)[CH3:16])=[O:28])[CH2:30][CH2:31]2)[CH2:40][CH2:39][CH2:38][CH2:37][CH2:36]1, predict the reactants needed to synthesize it. The reactants are: [CH3:1][N:2]([CH2:4][C:5]1[CH:6]=[C:7]([NH:11][C:12]([C@H:14]([NH:26][C:27]([N:29]2[CH2:34][CH2:33][NH:32][CH2:31][CH2:30]2)=[O:28])[C@H:15]([C:17]2[C:25]3[C:20](=[CH:21][CH:22]=[CH:23][CH:24]=3)[NH:19][CH:18]=2)[CH3:16])=[O:13])[CH:8]=[CH:9][CH:10]=1)[CH3:3].[C:35]1(=O)[CH2:40][CH2:39][CH2:38][CH2:37][CH2:36]1.C(O[BH-](OC(=O)C)OC(=O)C)(=O)C.[Na+].C(=O)([O-])O.[Na+]. (5) Given the product [F:1][C:2]([F:30])([F:29])[C:3]1[CH:4]=[C:5]([NH:13][C:14]([N:16]2[CH2:21][CH2:20][N:19]([C:22]3[C:27]([C:33]#[C:32][C:34]4[CH:39]=[CH:38][N:37]=[CH:36][CH:35]=4)=[N:26][CH:25]=[CH:24][N:23]=3)[CH2:18][CH2:17]2)=[O:15])[CH:6]=[C:7]([C:9]([F:12])([F:11])[F:10])[CH:8]=1, predict the reactants needed to synthesize it. The reactants are: [F:1][C:2]([F:30])([F:29])[C:3]1[CH:4]=[C:5]([NH:13][C:14]([N:16]2[CH2:21][CH2:20][N:19]([C:22]3[C:27](Cl)=[N:26][CH:25]=[CH:24][N:23]=3)[CH2:18][CH2:17]2)=[O:15])[CH:6]=[C:7]([C:9]([F:12])([F:11])[F:10])[CH:8]=1.Cl.[C:32]([C:34]1[CH:39]=[CH:38][N:37]=[CH:36][CH:35]=1)#[CH:33].C1(P(C2C=CC=CC=2)C2C=CC=CC=2)C=CC=CC=1.C(N(CC)CC)C. (6) The reactants are: [OH:1][C:2]1[CH:9]=[CH:8][C:5]([CH:6]=[O:7])=[CH:4][CH:3]=1.C1(P(C2C=CC=CC=2)C2C=CC=CC=2)C=CC=CC=1.[CH2:29](O)[CH2:30][CH2:31][CH2:32][CH2:33][CH2:34][CH2:35][CH2:36][CH2:37][C:38]#[CH:39].N(C(OC(C)C)=O)=NC(OC(C)C)=O. Given the product [CH2:39]([O:1][C:2]1[CH:9]=[CH:8][C:5]([CH:6]=[O:7])=[CH:4][CH:3]=1)[CH2:38][CH2:37][CH2:36][CH2:35][CH2:34][CH2:33][CH2:32][CH2:31][C:30]#[CH:29], predict the reactants needed to synthesize it. (7) Given the product [N+:1]([C:4]1[CH:5]=[CH:6][C:7]([NH:10][C:11](=[O:12])[O:13][C:14]([CH3:17])([CH3:16])[CH3:15])=[N:8][CH:9]=1)([O-:3])=[O:2], predict the reactants needed to synthesize it. The reactants are: [N+:1]([C:4]1[CH:5]=[CH:6][C:7]([NH2:10])=[N:8][CH:9]=1)([O-:3])=[O:2].[C:11](O[C:11]([O:13][C:14]([CH3:17])([CH3:16])[CH3:15])=[O:12])([O:13][C:14]([CH3:17])([CH3:16])[CH3:15])=[O:12].CCOC(C)=O. (8) Given the product [F:26][C:25]1[C:18]([NH:17][CH2:4][C:3]2[CH:6]=[C:7]([C:10]3[CH:15]=[CH:14][CH:13]=[C:12]([F:16])[CH:11]=3)[CH:8]=[CH:9][C:2]=2[F:1])=[C:19]([C:22]([O:27][CH3:28])=[CH:23][CH:24]=1)[C:20]#[N:21], predict the reactants needed to synthesize it. The reactants are: [F:1][C:2]1[CH:9]=[CH:8][C:7]([C:10]2[CH:15]=[CH:14][CH:13]=[C:12]([F:16])[CH:11]=2)=[CH:6][C:3]=1[CH:4]=O.[NH2:17][C:18]1[C:25]([F:26])=[CH:24][CH:23]=[C:22]([O:27][CH3:28])[C:19]=1[C:20]#[N:21].[BH4-].[Na+]. (9) Given the product [F:26][C:27]1[C:32]([C:2]2[CH:3]=[C:4]([CH2:16][N:17]([CH3:25])[C:18](=[O:24])[O:19][C:20]([CH3:23])([CH3:22])[CH3:21])[S:5][C:6]=2[S:7]([C:10]2[CH:15]=[CH:14][CH:13]=[CH:12][CH:11]=2)(=[O:9])=[O:8])=[CH:31][CH:30]=[CH:29][N:28]=1, predict the reactants needed to synthesize it. The reactants are: Br[C:2]1[CH:3]=[C:4]([CH2:16][N:17]([CH3:25])[C:18](=[O:24])[O:19][C:20]([CH3:23])([CH3:22])[CH3:21])[S:5][C:6]=1[S:7]([C:10]1[CH:15]=[CH:14][CH:13]=[CH:12][CH:11]=1)(=[O:9])=[O:8].[F:26][C:27]1[C:32](B(O)O)=[CH:31][CH:30]=[CH:29][N:28]=1.C(=O)([O-])[O-].[Na+].[Na+].COCCOC.